From a dataset of Forward reaction prediction with 1.9M reactions from USPTO patents (1976-2016). Predict the product of the given reaction. Given the reactants [C:1]([C:5]1[N:10]=[C:9]([C:11]2[CH:12]=[N:13][CH:14]=[CH:15][CH:16]=2)[C:8]([C:17]([O:19]CC)=[O:18])=[CH:7][N:6]=1)([CH3:4])([CH3:3])[CH3:2].O[Li].O, predict the reaction product. The product is: [C:1]([C:5]1[N:10]=[C:9]([C:11]2[CH:12]=[N:13][CH:14]=[CH:15][CH:16]=2)[C:8]([C:17]([OH:19])=[O:18])=[CH:7][N:6]=1)([CH3:4])([CH3:2])[CH3:3].